From a dataset of Forward reaction prediction with 1.9M reactions from USPTO patents (1976-2016). Predict the product of the given reaction. Given the reactants C(OC([NH:11][CH2:12][CH2:13][C:14]1[CH:19]=[CH:18][CH:17]=[CH:16][C:15]=1[C:20]1[O:24][N:23]=[C:22]([C@@H:25]2[C@:30]([C:32]3[CH:37]=[CH:36][C:35]([F:38])=[C:34]([F:39])[CH:33]=3)([OH:31])[CH2:29][CH2:28][N:27]([C:40]([O:42][C:43]([CH3:46])([CH3:45])[CH3:44])=[O:41])[CH2:26]2)[C:21]=1[Cl:47])=O)C1C=CC=CC=1.[OH-].[Ba+2].[OH-], predict the reaction product. The product is: [NH2:11][CH2:12][CH2:13][C:14]1[CH:19]=[CH:18][CH:17]=[CH:16][C:15]=1[C:20]1[O:24][N:23]=[C:22]([C@@H:25]2[C@:30]([C:32]3[CH:37]=[CH:36][C:35]([F:38])=[C:34]([F:39])[CH:33]=3)([OH:31])[CH2:29][CH2:28][N:27]([C:40]([O:42][C:43]([CH3:45])([CH3:44])[CH3:46])=[O:41])[CH2:26]2)[C:21]=1[Cl:47].